Dataset: Reaction yield outcomes from USPTO patents with 853,638 reactions. Task: Predict the reaction yield, written as a fraction of the theoretical maximum amount of product (1.0 means a 100% yield; for example, 0.34 means a 34% yield). The yield is 0.150. The product is [OH:24][C:18]1[CH:17]=[C:16]2[C:21]([C:12]([O:11][C:9]3[CH:8]=[CH:7][C:3]4[N:4]([C:32]([NH:31][C:28]5[CH:27]=[C:26]([CH3:25])[O:30][N:29]=5)=[O:33])[CH2:5][CH2:6][O:1][C:2]=4[CH:10]=3)=[CH:13][CH:14]=[N:15]2)=[CH:20][C:19]=1[O:22][CH3:23]. The catalyst is C1COCC1. The reactants are [O:1]1[CH2:6][CH2:5][NH:4][C:3]2[CH:7]=[CH:8][C:9]([O:11][C:12]3[C:21]4[C:16](=[CH:17][C:18]([OH:24])=[C:19]([O:22][CH3:23])[CH:20]=4)[N:15]=[CH:14][CH:13]=3)=[CH:10][C:2]1=2.[CH3:25][C:26]1[O:30][N:29]=[C:28]([NH:31][C:32](=O)[O:33]C2C=CC([N+]([O-])=O)=CC=2)[CH:27]=1.C(N(CC)CC)C.